From a dataset of NCI-60 drug combinations with 297,098 pairs across 59 cell lines. Regression. Given two drug SMILES strings and cell line genomic features, predict the synergy score measuring deviation from expected non-interaction effect. (1) Drug 1: CC1=CC=C(C=C1)C2=CC(=NN2C3=CC=C(C=C3)S(=O)(=O)N)C(F)(F)F. Drug 2: C1=NC2=C(N1)C(=S)N=CN2. Cell line: K-562. Synergy scores: CSS=38.5, Synergy_ZIP=0.188, Synergy_Bliss=-1.18, Synergy_Loewe=-24.3, Synergy_HSA=1.85. (2) Drug 2: N.N.Cl[Pt+2]Cl. Synergy scores: CSS=51.3, Synergy_ZIP=-0.0451, Synergy_Bliss=-1.54, Synergy_Loewe=-7.41, Synergy_HSA=-0.598. Drug 1: CNC(=O)C1=NC=CC(=C1)OC2=CC=C(C=C2)NC(=O)NC3=CC(=C(C=C3)Cl)C(F)(F)F. Cell line: DU-145. (3) Synergy scores: CSS=33.2, Synergy_ZIP=1.69, Synergy_Bliss=2.31, Synergy_Loewe=-0.827, Synergy_HSA=2.43. Cell line: TK-10. Drug 2: C1=CC(=CC=C1C#N)C(C2=CC=C(C=C2)C#N)N3C=NC=N3. Drug 1: COC1=C(C=C2C(=C1)N=CN=C2NC3=CC(=C(C=C3)F)Cl)OCCCN4CCOCC4. (4) Drug 1: CC1CCC2CC(C(=CC=CC=CC(CC(C(=O)C(C(C(=CC(C(=O)CC(OC(=O)C3CCCCN3C(=O)C(=O)C1(O2)O)C(C)CC4CCC(C(C4)OC)O)C)C)O)OC)C)C)C)OC. Drug 2: CC1C(C(CC(O1)OC2CC(CC3=C2C(=C4C(=C3O)C(=O)C5=C(C4=O)C(=CC=C5)OC)O)(C(=O)CO)O)N)O.Cl. Cell line: SK-OV-3. Synergy scores: CSS=32.9, Synergy_ZIP=7.27, Synergy_Bliss=9.90, Synergy_Loewe=10.3, Synergy_HSA=11.6. (5) Drug 1: CN(C)C1=NC(=NC(=N1)N(C)C)N(C)C. Drug 2: CCC1(CC2CC(C3=C(CCN(C2)C1)C4=CC=CC=C4N3)(C5=C(C=C6C(=C5)C78CCN9C7C(C=CC9)(C(C(C8N6C=O)(C(=O)OC)O)OC(=O)C)CC)OC)C(=O)OC)O.OS(=O)(=O)O. Cell line: SK-OV-3. Synergy scores: CSS=-1.48, Synergy_ZIP=0.745, Synergy_Bliss=-2.41, Synergy_Loewe=-3.35, Synergy_HSA=-3.60. (6) Drug 1: C1CC(=O)NC(=O)C1N2CC3=C(C2=O)C=CC=C3N. Drug 2: CCCCC(=O)OCC(=O)C1(CC(C2=C(C1)C(=C3C(=C2O)C(=O)C4=C(C3=O)C=CC=C4OC)O)OC5CC(C(C(O5)C)O)NC(=O)C(F)(F)F)O. Cell line: RPMI-8226. Synergy scores: CSS=5.41, Synergy_ZIP=-3.58, Synergy_Bliss=-1.85, Synergy_Loewe=-0.0490, Synergy_HSA=-0.0342. (7) Drug 1: C1CC(=O)NC(=O)C1N2C(=O)C3=CC=CC=C3C2=O. Drug 2: CC1=C(C(=O)C2=C(C1=O)N3CC4C(C3(C2COC(=O)N)OC)N4)N. Cell line: UO-31. Synergy scores: CSS=8.23, Synergy_ZIP=0.161, Synergy_Bliss=3.28, Synergy_Loewe=-15.5, Synergy_HSA=0.518.